Dataset: Peptide-MHC class I binding affinity with 185,985 pairs from IEDB/IMGT. Task: Regression. Given a peptide amino acid sequence and an MHC pseudo amino acid sequence, predict their binding affinity value. This is MHC class I binding data. (1) The peptide sequence is RGPYRAYVTI. The MHC is H-2-Dd with pseudo-sequence H-2-Dd. The binding affinity (normalized) is 0.928. (2) The peptide sequence is KTDVIDLLY. The MHC is HLA-B58:01 with pseudo-sequence HLA-B58:01. The binding affinity (normalized) is 0.672.